Dataset: Catalyst prediction with 721,799 reactions and 888 catalyst types from USPTO. Task: Predict which catalyst facilitates the given reaction. (1) Reactant: [CH:1]([C:3]1[CH:8]=[CH:7][C:6]([B:9]([OH:11])[OH:10])=[CH:5][CH:4]=1)=O.[N:12]1[CH:17]=[CH:16][CH:15]=[CH:14][C:13]=1[NH2:18]. Product: [N:12]1[CH:17]=[CH:16][CH:15]=[CH:14][C:13]=1[NH:18][CH2:1][C:3]1[CH:8]=[CH:7][C:6]([B:9]([OH:11])[OH:10])=[CH:5][CH:4]=1. The catalyst class is: 68. (2) Reactant: [Br:1][C:2]1[CH:9]=[CH:8][C:5]([NH:6][CH3:7])=[C:4]([N+:10]([O-:12])=[O:11])[CH:3]=1.[C:13](Cl)(=[O:20])[C:14]1[CH:19]=[CH:18][CH:17]=[CH:16][CH:15]=1.C(OCC)(=O)C. Product: [Br:1][C:2]1[CH:9]=[CH:8][C:5]([N:6]([CH3:7])[C:13](=[O:20])[C:14]2[CH:19]=[CH:18][CH:17]=[CH:16][CH:15]=2)=[C:4]([N+:10]([O-:12])=[O:11])[CH:3]=1. The catalyst class is: 17. (3) Product: [CH:11]12[CH2:16][CH:14]([CH2:13][CH2:12]1)[CH2:15][CH:10]2[C:8]1[S:7][N:6]=[C:5]([O:22][CH2:17][C:18]#[C:19][CH3:20])[N:9]=1. Reactant: CS([C:5]1[N:9]=[C:8]([CH:10]2[CH2:15][CH:14]3[CH2:16][CH:11]2[CH2:12][CH2:13]3)[S:7][N:6]=1)(=O)=O.[CH2:17]([OH:22])[C:18]#[C:19][CH2:20]C.[H-].[Na+]. The catalyst class is: 391.